This data is from Full USPTO retrosynthesis dataset with 1.9M reactions from patents (1976-2016). The task is: Predict the reactants needed to synthesize the given product. Given the product [Br:1][C:2]1[CH:12]=[N:11][C:5]2[O:6][CH2:7][CH2:8][NH:9][C:4]=2[CH:3]=1, predict the reactants needed to synthesize it. The reactants are: [Br:1][C:2]1[CH:12]=[N:11][C:5]2[O:6][CH2:7][C:8](=O)[NH:9][C:4]=2[CH:3]=1.[H-].[Al+3].[Li+].[H-].[H-].[H-].O.